Dataset: NCI-60 drug combinations with 297,098 pairs across 59 cell lines. Task: Regression. Given two drug SMILES strings and cell line genomic features, predict the synergy score measuring deviation from expected non-interaction effect. (1) Drug 1: C1=C(C(=O)NC(=O)N1)N(CCCl)CCCl. Cell line: U251. Synergy scores: CSS=55.0, Synergy_ZIP=11.6, Synergy_Bliss=11.4, Synergy_Loewe=2.11, Synergy_HSA=13.7. Drug 2: CCC1(CC2CC(C3=C(CCN(C2)C1)C4=CC=CC=C4N3)(C5=C(C=C6C(=C5)C78CCN9C7C(C=CC9)(C(C(C8N6C=O)(C(=O)OC)O)OC(=O)C)CC)OC)C(=O)OC)O.OS(=O)(=O)O. (2) Drug 1: CCC1=CC2CC(C3=C(CN(C2)C1)C4=CC=CC=C4N3)(C5=C(C=C6C(=C5)C78CCN9C7C(C=CC9)(C(C(C8N6C)(C(=O)OC)O)OC(=O)C)CC)OC)C(=O)OC.C(C(C(=O)O)O)(C(=O)O)O. Drug 2: C1=CC=C(C=C1)NC(=O)CCCCCCC(=O)NO. Cell line: OVCAR-8. Synergy scores: CSS=41.0, Synergy_ZIP=-6.33, Synergy_Bliss=-0.663, Synergy_Loewe=-1.87, Synergy_HSA=1.39. (3) Drug 1: CC(C)CN1C=NC2=C1C3=CC=CC=C3N=C2N. Drug 2: CCC1(C2=C(COC1=O)C(=O)N3CC4=CC5=C(C=CC(=C5CN(C)C)O)N=C4C3=C2)O.Cl. Cell line: OVCAR3. Synergy scores: CSS=10.6, Synergy_ZIP=-8.97, Synergy_Bliss=-2.38, Synergy_Loewe=-14.2, Synergy_HSA=-5.90. (4) Drug 1: C1=CC(=CC=C1CC(C(=O)O)N)N(CCCl)CCCl.Cl. Drug 2: COCCOC1=C(C=C2C(=C1)C(=NC=N2)NC3=CC=CC(=C3)C#C)OCCOC.Cl. Cell line: CAKI-1. Synergy scores: CSS=34.5, Synergy_ZIP=-8.33, Synergy_Bliss=-1.96, Synergy_Loewe=1.05, Synergy_HSA=2.54. (5) Drug 1: CN1C2=C(C=C(C=C2)N(CCCl)CCCl)N=C1CCCC(=O)O.Cl. Drug 2: COC1=C2C(=CC3=C1OC=C3)C=CC(=O)O2. Cell line: UACC62. Synergy scores: CSS=3.29, Synergy_ZIP=-1.02, Synergy_Bliss=-1.80, Synergy_Loewe=-1.03, Synergy_HSA=-1.63. (6) Drug 1: C1=CC(=C2C(=C1NCCNCCO)C(=O)C3=C(C=CC(=C3C2=O)O)O)NCCNCCO. Drug 2: CC(C)CN1C=NC2=C1C3=CC=CC=C3N=C2N. Cell line: CCRF-CEM. Synergy scores: CSS=62.5, Synergy_ZIP=5.21, Synergy_Bliss=4.83, Synergy_Loewe=-20.2, Synergy_HSA=4.92. (7) Drug 1: CC1C(C(CC(O1)OC2CC(CC3=C2C(=C4C(=C3O)C(=O)C5=C(C4=O)C(=CC=C5)OC)O)(C(=O)CO)O)N)O.Cl. Drug 2: C1CN(CCN1C(=O)CCBr)C(=O)CCBr. Cell line: EKVX. Synergy scores: CSS=5.43, Synergy_ZIP=-3.50, Synergy_Bliss=-2.07, Synergy_Loewe=-2.20, Synergy_HSA=-1.75.